Dataset: Catalyst prediction with 721,799 reactions and 888 catalyst types from USPTO. Task: Predict which catalyst facilitates the given reaction. (1) Reactant: [O:1]1[CH:3]2[CH2:4][CH2:5][CH2:6][CH2:7][CH2:8][CH2:9][CH2:10][CH2:11][CH2:12][CH2:13][CH:2]12.[Cl-].[Li+].CN1C(=O)N(C)CC1. Product: [C:2]1(=[O:1])[CH2:13][CH2:12][CH2:11][CH2:10][CH2:9][CH2:8][CH2:7][CH2:6][CH2:5][CH2:4][CH2:3]1. The catalyst class is: 60. (2) Reactant: [NH2:1][C:2]1[CH:10]=[C:9]([O:11][CH3:12])[CH:8]=[C:7]([O:13][CH3:14])[C:3]=1[C:4]([NH2:6])=[O:5].[CH3:15][S:16]([C:18]1[CH:23]=[CH:22][C:21]([C:24]2[CH:29]=[CH:28][CH:27]=[C:26]([CH:30]=O)[CH:25]=2)=[CH:20][CH:19]=1)=[O:17].OS([O-])=O.[Na+].O.C1(C)C=CC(S(O)(=O)=O)=CC=1. Product: [CH3:14][O:13][C:7]1[CH:8]=[C:9]([O:11][CH3:12])[CH:10]=[C:2]2[C:3]=1[C:4](=[O:5])[NH:6][C:30]([C:26]1[CH:25]=[C:24]([C:21]3[CH:22]=[CH:23][C:18]([S:16]([CH3:15])=[O:17])=[CH:19][CH:20]=3)[CH:29]=[CH:28][CH:27]=1)=[N:1]2. The catalyst class is: 80. (3) Reactant: [CH3:1][O:2][C:3]1[CH:4]=[C:5]([C:11]2[CH2:16][C:15]([CH3:18])([CH3:17])[C:14](=[O:19])[N:13]([CH:20]3[CH2:25][CH2:24][N:23]([C:26](=[O:43])[C@H:27]([NH:35]C(=O)OC(C)(C)C)[CH2:28][CH2:29][C:30]([N:32]([CH3:34])[CH3:33])=[O:31])[CH2:22][CH2:21]3)[N:12]=2)[CH:6]=[CH:7][C:8]=1[O:9][CH3:10].[ClH:44]. Product: [ClH:44].[NH2:35][C@@H:27]([C:26]([N:23]1[CH2:24][CH2:25][CH:20]([N:13]2[C:14](=[O:19])[C:15]([CH3:18])([CH3:17])[CH2:16][C:11]([C:5]3[CH:6]=[CH:7][C:8]([O:9][CH3:10])=[C:3]([O:2][CH3:1])[CH:4]=3)=[N:12]2)[CH2:21][CH2:22]1)=[O:43])[CH2:28][CH2:29][C:30]([N:32]([CH3:34])[CH3:33])=[O:31]. The catalyst class is: 135. (4) Reactant: [CH3:1][CH2:2][C@@:3]([CH3:19])([O:7][C:8]1[CH:17]=[CH:16][CH:15]=[C:14]2[C:9]=1[C:10](=O)[NH:11][CH:12]=[N:13]2)[C:4]([NH2:6])=[O:5].C1(P(C2C=CC=CC=2)C2C=CC=CC=2)C=CC=CC=1.C(Cl)(Cl)(Cl)Cl.[N:44]1([C:51]([C:53]2[CH:59]=[CH:58][C:56]([NH2:57])=[CH:55][C:54]=2[Cl:60])=[O:52])[CH2:50][CH2:49][CH2:48][CH2:47][CH2:46][CH2:45]1. Product: [N:44]1([C:51]([C:53]2[CH:59]=[CH:58][C:56]([NH:57][C:10]3[C:9]4[C:14](=[CH:15][CH:16]=[CH:17][C:8]=4[O:7][C@:3]([CH3:19])([CH2:2][CH3:1])[C:4]([NH2:6])=[O:5])[N:13]=[CH:12][N:11]=3)=[CH:55][C:54]=2[Cl:60])=[O:52])[CH2:45][CH2:46][CH2:47][CH2:48][CH2:49][CH2:50]1. The catalyst class is: 26. (5) Reactant: [Cl:1][C:2]1[C:7]([C:8]2[CH:13]=[CH:12][CH:11]=[CH:10][CH:9]=2)=[N:6][N:5]=[C:4]2[NH:14][N:15]=[C:16]([C:17]3[CH:22]=[CH:21][CH:20]=[CH:19][CH:18]=3)[C:3]=12.[CH:23]([O:26][CH2:27][CH2:28]O)([CH3:25])[CH3:24].N(C(OCC)=O)=NC(OCC)=O.C1(P(C2C=CC=CC=2)C2C=CC=CC=2)C=CC=CC=1. Product: [Cl:1][C:2]1[C:7]([C:8]2[CH:9]=[CH:10][CH:11]=[CH:12][CH:13]=2)=[N:6][N:5]=[C:4]2[N:14]([CH2:28][CH2:27][O:26][CH:23]([CH3:25])[CH3:24])[N:15]=[C:16]([C:17]3[CH:18]=[CH:19][CH:20]=[CH:21][CH:22]=3)[C:3]=12. The catalyst class is: 12. (6) Reactant: [CH2:1]([O:8][C:9]1[CH:14]=[CH:13][C:12]([C:15]2[CH:16]=[N:17][C:18]3[N:19]([N:27]=[CH:28][C:29]=3[NH2:30])[C:20]=2[CH:21]2[CH2:26][CH2:25][CH2:24][CH2:23][CH2:22]2)=[CH:11][CH:10]=1)[C:2]1[CH:7]=[CH:6][CH:5]=[CH:4][CH:3]=1.N1C=CC=CC=1.[CH:37]1([C:40](Cl)=[O:41])[CH2:39][CH2:38]1.[CH2:43]([S:45](Cl)(=[O:47])=[O:46])[CH3:44].CN(C1C=CC=CN=1)C. Product: [CH2:1]([O:8][C:9]1[CH:10]=[CH:11][C:12]([C:15]2[CH:16]=[N:17][C:18]3[N:19]([N:27]=[CH:28][C:29]=3[NH:30][C:40]([CH:37]3[CH2:39][CH2:38]3)=[O:41])[C:20]=2[CH:21]2[CH2:26][CH2:25][CH2:24][CH2:23][CH2:22]2)=[CH:13][CH:14]=1)[C:2]1[CH:7]=[CH:6][CH:5]=[CH:4][CH:3]=1.[CH2:1]([O:8][C:9]1[CH:10]=[CH:11][C:12]([C:15]2[CH:16]=[N:17][C:18]3[N:19]([N:27]=[CH:28][C:29]=3[NH:30][S:45]([CH2:43][CH3:44])(=[O:47])=[O:46])[C:20]=2[CH:21]2[CH2:26][CH2:25][CH2:24][CH2:23][CH2:22]2)=[CH:13][CH:14]=1)[C:2]1[CH:7]=[CH:6][CH:5]=[CH:4][CH:3]=1. The catalyst class is: 10. (7) Reactant: C([O:3][C:4]([CH:6]1[CH2:15][CH2:14][C:9]2([O:13][CH2:12][CH2:11][O:10]2)[CH2:8][CH2:7]1)=O)C.CC(C[AlH]CC(C)C)C.CO.[Cl-].[Na+]. Product: [O:10]1[C:9]2([CH2:14][CH2:15][CH:6]([CH:4]=[O:3])[CH2:7][CH2:8]2)[O:13][CH2:12][CH2:11]1. The catalyst class is: 133. (8) Reactant: [CH3:1][O-:2].[Na+].[Na].[F:5][C:6]1[CH:13]=[C:12]([C:14]2[CH:19]=[C:18]([N:20]3[CH2:24][CH2:23][CH2:22][C@H:21]3[C:25]([F:28])([F:27])[F:26])[N:17]=[C:16]([NH:29][CH3:30])[N:15]=2)[CH:11]=[C:10](F)[C:7]=1[C:8]#[N:9]. Product: [F:5][C:6]1[CH:13]=[C:12]([C:14]2[CH:19]=[C:18]([N:20]3[CH2:24][CH2:23][CH2:22][C@H:21]3[C:25]([F:28])([F:27])[F:26])[N:17]=[C:16]([NH:29][CH3:30])[N:15]=2)[CH:11]=[C:10]([O:2][CH3:1])[C:7]=1[C:8]#[N:9]. The catalyst class is: 5. (9) Reactant: [N+:1]([CH2:4][C:5]([O:7][CH2:8][CH3:9])=[O:6])([O-:3])=O.[C:10]1([CH2:20][O:21][CH2:22][C:23]#[CH:24])[C:19]2[C:14](=[CH:15][CH:16]=[CH:17][CH:18]=2)[CH:13]=[CH:12][CH:11]=1.N12CCN(CC1)CC2. Product: [C:10]1([CH2:20][O:21][CH2:22][C:23]2[O:3][N:1]=[C:4]([C:5]([O:7][CH2:8][CH3:9])=[O:6])[CH:24]=2)[C:19]2[C:14](=[CH:15][CH:16]=[CH:17][CH:18]=2)[CH:13]=[CH:12][CH:11]=1. The catalyst class is: 22.